Task: Predict the product of the given reaction.. Dataset: Forward reaction prediction with 1.9M reactions from USPTO patents (1976-2016) (1) Given the reactants [C:1]1([CH2:7][C:8]([OH:10])=O)[CH:6]=[CH:5][CH:4]=[CH:3][CH:2]=1.O=C1N(P(Cl)(N2CCOC2=O)=O)CCO1.C(N(CC)CC)C.[Br:33][C:34]1[C:35]([F:44])=[C:36]2[C:42]([NH2:43])=[CH:41][NH:40][C:37]2=[N:38][CH:39]=1.C([O-])([O-])=O.[Na+].[Na+], predict the reaction product. The product is: [Br:33][C:34]1[C:35]([F:44])=[C:36]2[C:42]([NH:43][C:8](=[O:10])[CH2:7][C:1]3[CH:2]=[CH:3][CH:4]=[CH:5][CH:6]=3)=[CH:41][NH:40][C:37]2=[N:38][CH:39]=1. (2) Given the reactants [CH3:1][O:2][C:3]1[CH:11]=[CH:10][C:6]([C:7]([OH:9])=O)=[CH:5][CH:4]=1.C(N(CC)CC)C.F[P-](F)(F)(F)(F)F.CN(C)C(F)=[N+](C)C.[N:34]1[N:38]2[CH2:39][CH2:40][NH:41][CH2:42][C:37]2=[CH:36][C:35]=1[C:43]([O:45][CH2:46][CH3:47])=[O:44], predict the reaction product. The product is: [CH3:1][O:2][C:3]1[CH:4]=[CH:5][C:6]([C:7]([N:41]2[CH2:40][CH2:39][N:38]3[N:34]=[C:35]([C:43]([O:45][CH2:46][CH3:47])=[O:44])[CH:36]=[C:37]3[CH2:42]2)=[O:9])=[CH:10][CH:11]=1. (3) Given the reactants [O:1]=[S:2]1(=[O:18])[CH2:6][CH2:5][CH2:4][N:3]1[C:7]1[CH:15]=[CH:14][C:10]([C:11]([OH:13])=O)=[C:9]([O:16][CH3:17])[CH:8]=1.Cl.[CH:20]1([C:23]2[CH:24]=[C:25]([CH3:35])[C:26]([N:29]3[CH2:34][CH2:33][NH:32][CH2:31][CH2:30]3)=[N:27][CH:28]=2)[CH2:22][CH2:21]1, predict the reaction product. The product is: [CH:20]1([C:23]2[CH:24]=[C:25]([CH3:35])[C:26]([N:29]3[CH2:30][CH2:31][N:32]([C:11]([C:10]4[CH:14]=[CH:15][C:7]([N:3]5[CH2:4][CH2:5][CH2:6][S:2]5(=[O:1])=[O:18])=[CH:8][C:9]=4[O:16][CH3:17])=[O:13])[CH2:33][CH2:34]3)=[N:27][CH:28]=2)[CH2:22][CH2:21]1. (4) Given the reactants COC1C=C(OC)C=CC=1C(Cl)=O.[CH3:14][O:15][C:16]1[CH:17]=[C:18]2[C:23](=[CH:24][C:25]=1[O:26][CH3:27])[N:22]=[CH:21][N:20]=[C:19]2[O:28][C:29]1[CH:35]=[CH:34][C:32]([NH2:33])=[CH:31][CH:30]=1.[CH3:36][O:37][C:38]1[CH:43]=[C:42]([O:44][CH3:45])[CH:41]=[CH:40][C:39]=1[C:46]([N:48]=[C:49]=[S:50])=[O:47], predict the reaction product. The product is: [CH3:36][O:37][C:38]1[CH:43]=[C:42]([O:44][CH3:45])[CH:41]=[CH:40][C:39]=1[C:46]([N:48]=[C:49]=[S:50])=[O:47].[CH3:36][O:37][C:38]1[CH:43]=[C:42]([O:44][CH3:45])[CH:41]=[CH:40][C:39]=1[C:46]([NH:48][C:49]([NH:33][C:32]1[CH:34]=[CH:35][C:29]([O:28][C:19]2[C:18]3[C:23](=[CH:24][C:25]([O:26][CH3:27])=[C:16]([O:15][CH3:14])[CH:17]=3)[N:22]=[CH:21][N:20]=2)=[CH:30][CH:31]=1)=[S:50])=[O:47]. (5) Given the reactants C[O:2][C:3](=O)[C:4]1[CH:9]=[CH:8][C:7]([S:10](=[O:13])(=[O:12])[NH2:11])=[CH:6][CH:5]=1.[BH4-].[Li+], predict the reaction product. The product is: [OH:2][CH2:3][C:4]1[CH:5]=[CH:6][C:7]([S:10]([NH2:11])(=[O:12])=[O:13])=[CH:8][CH:9]=1.